Task: Predict the reactants needed to synthesize the given product.. Dataset: Full USPTO retrosynthesis dataset with 1.9M reactions from patents (1976-2016) (1) Given the product [F:1][C:2]1[CH:3]=[C:4]([CH:20]=[CH:21][CH:22]=1)[CH2:5][O:6][C:7]1[CH:8]=[CH:9][C:10]([C:13]2[S:17][C:16]([CH2:18][NH:19][C:25](=[O:26])[CH:24]([OH:23])[CH2:28][CH2:29][CH2:30][CH2:31][CH2:32][CH2:33][C:34]3[CH:35]=[CH:36][CH:37]=[CH:38][CH:39]=3)=[N:15][N:14]=2)=[CH:11][CH:12]=1, predict the reactants needed to synthesize it. The reactants are: [F:1][C:2]1[CH:3]=[C:4]([CH:20]=[CH:21][CH:22]=1)[CH2:5][O:6][C:7]1[CH:12]=[CH:11][C:10]([C:13]2[S:17][C:16]([CH2:18][NH2:19])=[N:15][N:14]=2)=[CH:9][CH:8]=1.[OH:23][CH:24]([CH2:28][CH2:29][CH2:30][CH2:31][CH2:32][CH2:33][C:34]1[CH:39]=[CH:38][CH:37]=[CH:36][CH:35]=1)[C:25](O)=[O:26].O.ON1C2C=CC=CC=2N=N1.Cl.CN(C)CCCN=C=NCC.CCN(C(C)C)C(C)C. (2) The reactants are: [Cl:1][C:2]1[CH:3]=[C:4]([CH:25]=[CH:26][C:27]=1[Cl:28])[O:5][C:6]1[CH:11]=[CH:10][CH:9]=[CH:8][C:7]=1[NH:12][S:13]([C:16]1[CH:24]=[CH:23][C:19]([C:20]([OH:22])=O)=[CH:18][CH:17]=1)(=[O:15])=[O:14].[N:29]1([CH:35]2[CH2:40][CH2:39][N:38]([C:41]3[CH:46]=[CH:45][C:44]([NH2:47])=[CH:43][CH:42]=3)[CH2:37][CH2:36]2)[CH2:34][CH2:33][CH2:32][CH2:31][CH2:30]1. Given the product [N:29]1([CH:35]2[CH2:40][CH2:39][N:38]([C:41]3[CH:42]=[CH:43][C:44]([NH:47][C:20](=[O:22])[C:19]4[CH:18]=[CH:17][C:16]([S:13](=[O:14])(=[O:15])[NH:12][C:7]5[CH:8]=[CH:9][CH:10]=[CH:11][C:6]=5[O:5][C:4]5[CH:25]=[CH:26][C:27]([Cl:28])=[C:2]([Cl:1])[CH:3]=5)=[CH:24][CH:23]=4)=[CH:45][CH:46]=3)[CH2:37][CH2:36]2)[CH2:30][CH2:31][CH2:32][CH2:33][CH2:34]1, predict the reactants needed to synthesize it. (3) The reactants are: [CH2:1]([O:3][C@@H:4]([CH2:10][C:11]1[CH:16]=[CH:15][C:14]([O:17][CH2:18][C:19]([C:21]2[CH:26]=[CH:25][CH:24]=[C:23]([O:27][CH3:28])[CH:22]=2)=[O:20])=[CH:13][CH:12]=1)[C:5]([O:7]CC)=[O:6])[CH3:2].[Li+].[OH-].Cl. Given the product [CH2:1]([O:3][C@@H:4]([CH2:10][C:11]1[CH:16]=[CH:15][C:14]([O:17][CH2:18][C:19]([C:21]2[CH:26]=[CH:25][CH:24]=[C:23]([O:27][CH3:28])[CH:22]=2)=[O:20])=[CH:13][CH:12]=1)[C:5]([OH:7])=[O:6])[CH3:2], predict the reactants needed to synthesize it.